Dataset: Forward reaction prediction with 1.9M reactions from USPTO patents (1976-2016). Task: Predict the product of the given reaction. Given the reactants [OH:1][C:2]1[CH:3]=[C:4]([C:18]([OH:20])=[O:19])[C:5]2[O:9][C:8]([C:10]3[CH:15]=[CH:14][C:13]([OH:16])=[CH:12][CH:11]=3)=[CH:7][C:6]=2[CH:17]=1.Cl.[CH3:22][CH2:23]O, predict the reaction product. The product is: [CH2:22]([O:19][C:18]([C:4]1[C:5]2[O:9][C:8]([C:10]3[CH:15]=[CH:14][C:13]([OH:16])=[CH:12][CH:11]=3)=[CH:7][C:6]=2[CH:17]=[C:2]([OH:1])[CH:3]=1)=[O:20])[CH3:23].